Dataset: Cav3 T-type calcium channel HTS with 100,875 compounds. Task: Binary Classification. Given a drug SMILES string, predict its activity (active/inactive) in a high-throughput screening assay against a specified biological target. (1) The drug is S(c1n(c2c(cccc2)C)c(=O)c2c(n1)[nH]nc2)Cc1nc2n(c(=O)c1)cccc2. The result is 0 (inactive). (2) The molecule is S(=O)(=O)(/N=C(/SC)NC(=O)CSc1sc2c(n1)cccc2)c1sccc1. The result is 0 (inactive).